The task is: Predict which catalyst facilitates the given reaction.. This data is from Catalyst prediction with 721,799 reactions and 888 catalyst types from USPTO. (1) Reactant: [Cl:1][C:2]1[C:7]([C:8]([OH:10])=[O:9])=[C:6]([C:11]([F:14])([F:13])[F:12])[N:5]=[CH:4][CH:3]=1.[N+](=[CH2:17])=[N-].N(N(C)C(N)=O)=O.C(O)(=O)C. Product: [Cl:1][C:2]1[C:7]([C:8]([O:10][CH3:17])=[O:9])=[C:6]([C:11]([F:14])([F:12])[F:13])[N:5]=[CH:4][CH:3]=1. The catalyst class is: 698. (2) Reactant: FC(F)(F)C(O)=O.C(OC(=O)[NH:14][C@@H:15]([C:17]1[CH:22]=[CH:21][C:20]([C:23]2[C:24]([O:29][CH3:30])=[N:25][CH:26]=[CH:27][CH:28]=2)=[CH:19][CH:18]=1)[CH3:16])(C)(C)C. Product: [CH3:30][O:29][C:24]1[C:23]([C:20]2[CH:21]=[CH:22][C:17]([C@H:15]([NH2:14])[CH3:16])=[CH:18][CH:19]=2)=[CH:28][CH:27]=[CH:26][N:25]=1. The catalyst class is: 4.